This data is from CYP2C9 inhibition data for predicting drug metabolism from PubChem BioAssay. The task is: Regression/Classification. Given a drug SMILES string, predict its absorption, distribution, metabolism, or excretion properties. Task type varies by dataset: regression for continuous measurements (e.g., permeability, clearance, half-life) or binary classification for categorical outcomes (e.g., BBB penetration, CYP inhibition). Dataset: cyp2c9_veith. (1) The compound is CC1=NN(c2ccc(C)cc2C)C(=O)C1C(c1ccccc1)C1C(=O)N(c2ccc(C)cc2C)N=C1C. The result is 1 (inhibitor). (2) The molecule is CCCCc1nc(SCC(=O)Nc2ncccn2)n[nH]1. The result is 0 (non-inhibitor).